From a dataset of Catalyst prediction with 721,799 reactions and 888 catalyst types from USPTO. Predict which catalyst facilitates the given reaction. (1) Reactant: [N:1]1[C:5]2[CH:6]=[CH:7][C:8]([C:10]([N:12]3[CH2:19][CH2:18][C@:17]4([CH3:22])[C@H:20]([CH3:21])[C@H:13]3[CH2:14][C:15]3[CH:26]=[CH:25][C:24]([O:27][CH3:28])=[C:23]([N+:29]([O-])=O)[C:16]=34)=[O:11])=[CH:9][C:4]=2[NH:3][CH:2]=1. Product: [NH2:29][C:23]1[C:16]2[C@@:17]3([CH3:22])[C@H:20]([CH3:21])[C@H:13]([N:12]([C:10]([C:8]4[CH:7]=[CH:6][C:5]5[N:1]=[CH:2][NH:3][C:4]=5[CH:9]=4)=[O:11])[CH2:19][CH2:18]3)[CH2:14][C:15]=2[CH:26]=[CH:25][C:24]=1[O:27][CH3:28]. The catalyst class is: 43. (2) Reactant: Br[C:2]1([NH:8][S:9]([C:12]2[CH:17]=[CH:16][C:15]([F:18])=[CH:14][C:13]=2[F:19])(=[O:11])=[O:10])[CH:7]=[CH:6][CH:5]=[N:4][CH2:3]1.[B:20]1([B:20]2[O:24][C:23]([CH3:26])([CH3:25])[C:22]([CH3:28])([CH3:27])[O:21]2)[O:24][C:23]([CH3:26])([CH3:25])[C:22]([CH3:28])([CH3:27])[O:21]1.C([O-])(=[O:40])C.[K+]. Product: [F:19][C:13]1[CH:14]=[C:15]([F:18])[CH:16]=[CH:17][C:12]=1[S:9]([NH:8][C:2]1([OH:40])[CH:7]=[C:6]([B:20]2[O:24][C:23]([CH3:26])([CH3:25])[C:22]([CH3:28])([CH3:27])[O:21]2)[CH:5]=[N:4][CH2:3]1)(=[O:11])=[O:10]. The catalyst class is: 12. (3) Reactant: [CH3:1][O:2][CH2:3][C@H:4]([CH3:35])[O:5][C:6]1[CH:7]=[C:8]([C:23]2[NH:34][C:26]3=[N:27][CH:28]=[C:29]([C:31]([NH2:33])=O)[CH:30]=[C:25]3[N:24]=2)[CH:9]=[C:10]([O:12][C:13]2[CH:18]=[CH:17][C:16]([S:19]([CH3:22])(=[O:21])=[O:20])=[CH:15][CH:14]=2)[CH:11]=1.FC(F)(F)C(OC(=O)C(F)(F)F)=O.N1C=CC=CC=1. Product: [CH3:1][O:2][CH2:3][C@H:4]([CH3:35])[O:5][C:6]1[CH:7]=[C:8]([C:23]2[NH:34][C:26]3=[N:27][CH:28]=[C:29]([C:31]#[N:33])[CH:30]=[C:25]3[N:24]=2)[CH:9]=[C:10]([O:12][C:13]2[CH:18]=[CH:17][C:16]([S:19]([CH3:22])(=[O:21])=[O:20])=[CH:15][CH:14]=2)[CH:11]=1. The catalyst class is: 12. (4) Reactant: [C:1]([O:5][C:6]([N:8]1[CH2:13][CH2:12][CH:11]([C:14]([OH:16])=O)[CH2:10][CH2:9]1)=[O:7])([CH3:4])([CH3:3])[CH3:2].Cl.[CH3:18][O:19][NH:20][CH3:21].O.N1(O)C2C=CC=CC=2N=N1.C(N(CC)CC)C. Product: [C:1]([O:5][C:6]([N:8]1[CH2:9][CH2:10][CH:11]([C:14](=[O:16])[N:20]([O:19][CH3:18])[CH3:21])[CH2:12][CH2:13]1)=[O:7])([CH3:2])([CH3:3])[CH3:4]. The catalyst class is: 9. (5) Reactant: Cl[C:2]1[C:7]2=[C:8]([CH3:11])[CH:9]=[CH:10][N:6]2[N:5]=[CH:4][N:3]=1.[F:12][C:13]1[CH:18]=[C:17]([N+:19]([O-:21])=[O:20])[CH:16]=[CH:15][C:14]=1[OH:22].C(=O)([O-])[O-].[K+].[K+]. Product: [F:12][C:13]1[CH:18]=[C:17]([N+:19]([O-:21])=[O:20])[CH:16]=[CH:15][C:14]=1[O:22][C:2]1[C:7]2=[C:8]([CH3:11])[CH:9]=[CH:10][N:6]2[N:5]=[CH:4][N:3]=1. The catalyst class is: 174.